From a dataset of Reaction yield outcomes from USPTO patents with 853,638 reactions. Predict the reaction yield, written as a fraction of the theoretical maximum amount of product (1.0 means a 100% yield; for example, 0.34 means a 34% yield). (1) The reactants are Cl[C:2]1[N:3]=[C:4]([O:29][CH:30]2[CH2:34][CH2:33][CH2:32][CH2:31]2)[C:5]2[C:10]([C:11]3[CH:20]=[CH:19][C:14]4[N:15]=[C:16]([CH3:18])[O:17][C:13]=4[CH:12]=3)=[CH:9][N:8]([CH2:21][O:22][CH2:23][CH2:24][Si:25]([CH3:28])([CH3:27])[CH3:26])[C:6]=2[N:7]=1.[NH2:35][C:36]1[CH:47]=[CH:46][C:39]([C:40]([NH:42][CH2:43][CH2:44][OH:45])=[O:41])=[CH:38][C:37]=1[O:48][CH3:49].C(=O)([O-])[O-].[Cs+].[Cs+].C1(P(C2C=CC=CC=2)C2C=CC3C(=CC=CC=3)C=2C2C3C(=CC=CC=3)C=CC=2P(C2C=CC=CC=2)C2C=CC=CC=2)C=CC=CC=1. The catalyst is O1CCOCC1.C([O-])(=O)C.[Pd+2].C([O-])(=O)C. The product is [CH:30]1([O:29][C:4]2[C:5]3[C:10]([C:11]4[CH:20]=[CH:19][C:14]5[N:15]=[C:16]([CH3:18])[O:17][C:13]=5[CH:12]=4)=[CH:9][N:8]([CH2:21][O:22][CH2:23][CH2:24][Si:25]([CH3:28])([CH3:27])[CH3:26])[C:6]=3[N:7]=[C:2]([NH:35][C:36]3[CH:47]=[CH:46][C:39]([C:40]([NH:42][CH2:43][CH2:44][OH:45])=[O:41])=[CH:38][C:37]=3[O:48][CH3:49])[N:3]=2)[CH2:34][CH2:33][CH2:32][CH2:31]1. The yield is 0.300. (2) The reactants are [CH:1]([N:14]1[CH2:17][C:16](=O)[CH2:15]1)([C:8]1[CH:13]=[CH:12][CH:11]=[CH:10][CH:9]=1)[C:2]1[CH:7]=[CH:6][CH:5]=[CH:4][CH:3]=1.[CH2:19]([NH2:26])[C:20]1[CH:25]=[CH:24][CH:23]=[CH:22][CH:21]=1.C(O)(=O)C.[C-:31]#[N:32].[Na+]. The catalyst is CO. The product is [CH:1]([N:14]1[CH2:17][C:16]([NH:26][CH2:19][C:20]2[CH:25]=[CH:24][CH:23]=[CH:22][CH:21]=2)([C:31]#[N:32])[CH2:15]1)([C:8]1[CH:13]=[CH:12][CH:11]=[CH:10][CH:9]=1)[C:2]1[CH:7]=[CH:6][CH:5]=[CH:4][CH:3]=1. The yield is 0.720.